Dataset: Forward reaction prediction with 1.9M reactions from USPTO patents (1976-2016). Task: Predict the product of the given reaction. (1) Given the reactants [Si]([O:8][CH2:9][C:10]1[N:15]=[CH:14][C:13]2[N:16]=[CH:17][N:18]([C:19]3[S:23][C:22]([C:24]([NH2:26])=[O:25])=[C:21]([O:27][CH:28]([C:30]4[CH:35]=[CH:34][C:33]([C:36]#[N:37])=[CH:32][C:31]=4[Cl:38])[CH3:29])[CH:20]=3)[C:12]=2[CH:11]=1)(C(C)(C)C)(C)C.[F-].C([N+](CCCC)(CCCC)CCCC)CCC, predict the reaction product. The product is: [Cl:38][C:31]1[CH:32]=[C:33]([C:36]#[N:37])[CH:34]=[CH:35][C:30]=1[CH:28]([O:27][C:21]1[CH:20]=[C:19]([N:18]2[C:12]3[CH:11]=[C:10]([CH2:9][OH:8])[N:15]=[CH:14][C:13]=3[N:16]=[CH:17]2)[S:23][C:22]=1[C:24]([NH2:26])=[O:25])[CH3:29]. (2) Given the reactants Cl.Cl.[NH:3]1[CH2:6][CH:5]([C:7]2[C:8]([O:28][CH3:29])=[C:9]([CH:15]([N:17]3[C:21]4=[N:22][CH:23]=[N:24][C:25]([NH2:26])=[C:20]4[C:19]([CH3:27])=[N:18]3)[CH3:16])[CH:10]=[C:11]([Cl:14])[C:12]=2[CH3:13])[CH2:4]1.[Si]([O:37][CH2:38][CH:39]=O)(C(C)(C)C)(C)C.C(N(CC)CC)C.C(O[BH-](OC(=O)C)OC(=O)C)(=O)C.[Na+].[F-].C([N+](CCCC)(CCCC)CCCC)CCC.C1COCC1, predict the reaction product. The product is: [NH2:26][C:25]1[N:24]=[CH:23][N:22]=[C:21]2[N:17]([CH:15]([C:9]3[C:8]([O:28][CH3:29])=[C:7]([CH:5]4[CH2:4][N:3]([CH2:39][CH2:38][OH:37])[CH2:6]4)[C:12]([CH3:13])=[C:11]([Cl:14])[CH:10]=3)[CH3:16])[N:18]=[C:19]([CH3:27])[C:20]=12. (3) Given the reactants C(O[C:4](=[O:15])[C:5](=[CH:11]OCC)[C:6]([O:8][CH2:9][CH3:10])=[O:7])C.[C:16]([O:20][C:21]([CH:23]1[CH2:28][CH2:27][N:26]([C:29](=[NH:33])[CH2:30][C:31]#[N:32])[CH2:25][CH2:24]1)=[O:22])([CH3:19])([CH3:18])[CH3:17], predict the reaction product. The product is: [CH2:9]([O:8][C:6]([C:5]1[C:4](=[O:15])[NH:33][C:29]([N:26]2[CH2:25][CH2:24][CH:23]([C:21]([O:20][C:16]([CH3:19])([CH3:18])[CH3:17])=[O:22])[CH2:28][CH2:27]2)=[C:30]([C:31]#[N:32])[CH:11]=1)=[O:7])[CH3:10]. (4) Given the reactants [Br:1][C:2]1[C:6]2[CH:7]=[N:8][C:9]([C:11]([O:13]C)=[O:12])=[CH:10][C:5]=2[N:4]([CH3:15])[CH:3]=1.C1COCC1, predict the reaction product. The product is: [Br:1][C:2]1[C:6]2[CH:7]=[N:8][C:9]([C:11]([OH:13])=[O:12])=[CH:10][C:5]=2[N:4]([CH3:15])[CH:3]=1. (5) Given the reactants C[C:2](C)([O-:4])C.[K+].[Br:7][C:8]1[CH:9]=[C:10]2[C:18](=[CH:19][CH:20]=1)[O:17][C:13]1([CH2:16][CH2:15][CH2:14]1)[CH2:12][C:11]2=[O:21].N1([CH2:31][OH:32])C2C=CC=CC=2N=N1, predict the reaction product. The product is: [Br:7][C:8]1[CH:9]=[C:10]2[C:18](=[CH:19][CH:20]=1)[O:17][C:13]1([CH2:14][CH2:15][CH2:16]1)[C:12]([CH2:2][OH:4])([CH2:31][OH:32])[C:11]2=[O:21]. (6) Given the reactants Cl[C:2]1[N:3]=[CH:4][C:5]2[N:11]([CH2:12][CH2:13][CH3:14])[C:10](=[O:15])[C:9]([F:17])([F:16])[CH2:8][N:7]([CH:18]3[CH2:22][CH2:21][CH2:20][CH2:19]3)[C:6]=2[N:23]=1.[NH2:24][C:25]1[CH:40]=[CH:39][C:28]([C:29]([NH:31][CH:32]2[CH2:37][CH2:36][N:35]([CH3:38])[CH2:34][CH2:33]2)=[O:30])=[CH:27][C:26]=1[O:41][CH3:42].O.C1(C)C=CC(S(O)(=O)=O)=CC=1, predict the reaction product. The product is: [CH:18]1([N:7]2[CH2:8][C:9]([F:17])([F:16])[C:10](=[O:15])[N:11]([CH2:12][CH2:13][CH3:14])[C:5]3[CH:4]=[N:3][C:2]([NH:24][C:25]4[CH:40]=[CH:39][C:28]([C:29]([NH:31][CH:32]5[CH2:33][CH2:34][N:35]([CH3:38])[CH2:36][CH2:37]5)=[O:30])=[CH:27][C:26]=4[O:41][CH3:42])=[N:23][C:6]2=3)[CH2:22][CH2:21][CH2:20][CH2:19]1. (7) The product is: [F:1][C:2]([F:17])([F:16])[C:3]1[CH:4]=[C:5]([C:19]([C:21]([F:24])([F:23])[F:22])=[CH2:20])[CH:6]=[C:7]([C:9]([F:12])([F:11])[F:10])[CH:8]=1. Given the reactants [F:1][C:2]([F:17])([F:16])[C:3]1[CH:4]=[C:5](B(O)O)[CH:6]=[C:7]([C:9]([F:12])([F:11])[F:10])[CH:8]=1.Br[C:19]([C:21]([F:24])([F:23])[F:22])=[CH2:20].C(=O)([O-])[O-].[K+].[K+], predict the reaction product. (8) Given the reactants [CH3:1][C:2]1[C:3]2[C:4]3[CH2:16][O:15][CH:14]([CH:17]4[CH2:22][CH2:21][O:20][CH2:19][CH2:18]4)[CH2:13][C:5]=3[O:6][C:7](=O)[C:8]=2[CH:9]=[CH:10][CH:11]=1.CO.[NH3:25], predict the reaction product. The product is: [CH3:1][C:2]1[CH:11]=[CH:10][CH:9]=[C:8]2[C:3]=1[C:4]1[CH2:16][O:15][CH:14]([CH:17]3[CH2:22][CH2:21][O:20][CH2:19][CH2:18]3)[CH2:13][C:5]=1[NH:25][C:7]2=[O:6]. (9) Given the reactants [NH2:1][C:2]1[C:10]2[C:5](=[N:6][C:7]([C:13]3[CH:18]=[CH:17][C:16]([OH:19])=[CH:15][CH:14]=3)=[C:8]([C:11]#[N:12])[CH:9]=2)[NH:4][N:3]=1.N1C=CC=CC=1.[C:26](Cl)(=[O:28])[CH3:27].[OH-].[Na+], predict the reaction product. The product is: [C:11]([C:8]1[CH:9]=[C:10]2[C:2]([NH:1][C:26](=[O:28])[CH3:27])=[N:3][NH:4][C:5]2=[N:6][C:7]=1[C:13]1[CH:18]=[CH:17][C:16]([OH:19])=[CH:15][CH:14]=1)#[N:12]. (10) Given the reactants CS(O[C@@H:6]([C:11]1[CH:16]=[CH:15][CH:14]=[CH:13][CH:12]=1)[C:7]([O:9][CH3:10])=[O:8])(=O)=O.[F:17][C:18]1[CH:24]=[CH:23][C:21]([NH2:22])=[CH:20][CH:19]=1, predict the reaction product. The product is: [CH3:10][O:9][C:7](=[O:8])[C@H:6]([NH:22][C:21]1[CH:23]=[CH:24][C:18]([F:17])=[CH:19][CH:20]=1)[C:11]1[CH:16]=[CH:15][CH:14]=[CH:13][CH:12]=1.